This data is from Full USPTO retrosynthesis dataset with 1.9M reactions from patents (1976-2016). The task is: Predict the reactants needed to synthesize the given product. (1) Given the product [CH2:2]([O:9][C:10]([C@H:12]1[CH2:17][N:16]([C:57](=[S:58])[NH2:56])[CH2:15][CH2:14][N:13]1[S:18]([C:21]1[CH:26]=[CH:25][C:24]([O:27][C:28]([F:31])([F:29])[F:30])=[CH:23][CH:22]=1)(=[O:20])=[O:19])=[O:11])[C:3]1[CH:4]=[CH:5][CH:6]=[CH:7][CH:8]=1, predict the reactants needed to synthesize it. The reactants are: Cl.[CH2:2]([O:9][C:10]([C@H:12]1[CH2:17][NH:16][CH2:15][CH2:14][N:13]1[S:18]([C:21]1[CH:26]=[CH:25][C:24]([O:27][C:28]([F:31])([F:30])[F:29])=[CH:23][CH:22]=1)(=[O:20])=[O:19])=[O:11])[C:3]1[CH:8]=[CH:7][CH:6]=[CH:5][CH:4]=1.C(N(CC)CC)C.C1C2C(COC([N:56]=[C:57]=[S:58])=O)C3C(=CC=CC=3)C=2C=CC=1.N1CCCCC1. (2) Given the product [OH:1][C:2]1[CH:3]=[C:4]([CH2:9][CH:10]([OH:14])[C:11]([OH:13])=[O:12])[CH:5]=[CH:6][C:7]=1[OH:8], predict the reactants needed to synthesize it. The reactants are: [OH:1][C:2]1[CH:3]=[C:4]([CH2:9][C:10](=[O:14])[C:11]([OH:13])=[O:12])[CH:5]=[CH:6][C:7]=1[OH:8].